From a dataset of Full USPTO retrosynthesis dataset with 1.9M reactions from patents (1976-2016). Predict the reactants needed to synthesize the given product. (1) Given the product [CH3:1][O:2][C:3](=[O:23])[CH2:4][C:6]1[C:14]2[C:9](=[CH:10][C:11]([OH:15])=[CH:12][CH:13]=2)[NH:8][CH:7]=1, predict the reactants needed to synthesize it. The reactants are: [CH3:1][O:2][C:3](=[O:23])[C:4]([C:6]1[C:14]2[C:9](=[CH:10][C:11]([O:15]CC3C=CC=CC=3)=[CH:12][CH:13]=2)[NH:8][CH:7]=1)=O. (2) Given the product [CH3:1][N:2]([CH3:10])[N:3]1[CH2:8][CH2:7][C:6]([OH:9])([C:11]#[N:12])[CH2:5][CH2:4]1, predict the reactants needed to synthesize it. The reactants are: [CH3:1][N:2]([CH3:10])[N:3]1[CH2:8][CH2:7][C:6](=[O:9])[CH2:5][CH2:4]1.[C-:11]#[N:12].[K+].C(=O)([O-])O.[Na+]. (3) The reactants are: I.[Br:2][C:3]1[CH:4]=[C:5]2[C:10]([NH:11][C@H:12]3[C@@H:16]([O:17][CH3:18])[CH2:15][NH:14][CH2:13]3)=[C:9]([C:19]([NH2:21])=[O:20])[CH:8]=[N:7][N:6]2[CH:22]=1.[C:23]([C:25]1([C:28](O)=[O:29])[CH2:27][CH2:26]1)#[N:24].F[P-](F)(F)(F)(F)F.N1(O[P+](N(C)C)(N(C)C)N(C)C)C2C=CC=CC=2N=N1.CCN(C(C)C)C(C)C. Given the product [Br:2][C:3]1[CH:4]=[C:5]2[C:10]([NH:11][C@H:12]3[C@@H:16]([O:17][CH3:18])[CH2:15][N:14]([C:28]([C:25]4([C:23]#[N:24])[CH2:27][CH2:26]4)=[O:29])[CH2:13]3)=[C:9]([C:19]([NH2:21])=[O:20])[CH:8]=[N:7][N:6]2[CH:22]=1, predict the reactants needed to synthesize it. (4) Given the product [CH3:1][O:2][C:3](=[O:38])[C:4]1[CH:9]=[CH:8][C:7]([C:10]([C:18]2[NH:27][C:21]3=[N:22][CH:23]=[C:24]([F:26])[CH:25]=[C:20]3[CH:19]=2)=[CH:11][CH:12]2[CH2:13][CH2:14][O:15][CH2:16][CH2:17]2)=[CH:6][C:5]=1[F:37], predict the reactants needed to synthesize it. The reactants are: [CH3:1][O:2][C:3](=[O:38])[C:4]1[CH:9]=[CH:8][C:7]([C:10]([C:18]2[N:27](S(C3C=CC=CC=3)(=O)=O)[C:21]3=[N:22][CH:23]=[C:24]([F:26])[CH:25]=[C:20]3[CH:19]=2)=[CH:11][CH:12]2[CH2:17][CH2:16][O:15][CH2:14][CH2:13]2)=[CH:6][C:5]=1[F:37].[F-].C([N+](CCCC)(CCCC)CCCC)CCC. (5) Given the product [ClH:30].[ClH:30].[NH2:20][CH:17]1[CH2:16][CH2:15][N:14]([CH2:13][CH2:12][N:9]2[C:10]3[CH:11]=[C:2]([F:1])[CH:3]=[N+:4]([O-:29])[C:5]=3[CH:6]=[CH:7][C:8]2=[O:28])[CH2:19][CH2:18]1, predict the reactants needed to synthesize it. The reactants are: [F:1][C:2]1[CH:11]=[C:10]2[C:5]([CH:6]=[CH:7][C:8](=[O:28])[N:9]2[CH2:12][CH2:13][N:14]2[CH2:19][CH2:18][CH:17]([NH:20]C(=O)OC(C)(C)C)[CH2:16][CH2:15]2)=[N+:4]([O-:29])[CH:3]=1.[ClH:30].